From a dataset of Full USPTO retrosynthesis dataset with 1.9M reactions from patents (1976-2016). Predict the reactants needed to synthesize the given product. (1) Given the product [CH2:3]([O:10][CH2:11][CH2:12][CH2:13][CH:14]([OH:16])[CH3:15])[C:4]1[CH:9]=[CH:8][CH:7]=[CH:6][CH:5]=1, predict the reactants needed to synthesize it. The reactants are: [BH4-].[Na+].[CH2:3]([O:10][CH2:11][CH2:12][CH2:13][C:14](=[O:16])[CH3:15])[C:4]1[CH:9]=[CH:8][CH:7]=[CH:6][CH:5]=1.O. (2) Given the product [F:7][C:8]1[CH:16]=[CH:15][CH:14]=[C:13]([F:17])[C:9]=1[C:10]([N:1]1[CH2:6][CH2:5][NH:4][CH2:3][CH2:2]1)=[O:11], predict the reactants needed to synthesize it. The reactants are: [NH:1]1[CH2:6][CH2:5][NH:4][CH2:3][CH2:2]1.[F:7][C:8]1[CH:16]=[CH:15][CH:14]=[C:13]([F:17])[C:9]=1[C:10](Cl)=[O:11].